From a dataset of Full USPTO retrosynthesis dataset with 1.9M reactions from patents (1976-2016). Predict the reactants needed to synthesize the given product. Given the product [F:12][C:11]1[CH:10]=[C:9]2[C:4]([CH2:5][CH2:6][C:7](=[O:13])[NH:8]2)=[CH:3][C:2]=1[C:70]1[CH:71]=[C:72]([NH:76][CH:77]([C:81]2[CH:86]=[CH:85][CH:84]=[CH:83][CH:82]=2)[C:78]([NH2:80])=[O:79])[CH:73]=[N:74][CH:75]=1, predict the reactants needed to synthesize it. The reactants are: Br[C:2]1[CH:3]=[C:4]2[C:9](=[CH:10][C:11]=1[F:12])[NH:8][C:7](=[O:13])[CH2:6][CH2:5]2.B1(B2OC(C)(C)C(C)(C)O2)OC(C)(C)C(C)(C)O1.C(P(C12CC3CC(CC(C3)C1)C2)C12CC3CC(CC(C3)C1)C2)CCC.C([O-])(=O)C.[K+].C(OC(C)C)(=O)C.Br[C:70]1[CH:71]=[C:72]([NH:76][CH:77]([C:81]2[CH:86]=[CH:85][CH:84]=[CH:83][CH:82]=2)[C:78]([NH2:80])=[O:79])[CH:73]=[N:74][CH:75]=1.C(=O)([O-])[O-].[K+].[K+].